Dataset: Peptide-MHC class I binding affinity with 185,985 pairs from IEDB/IMGT. Task: Regression. Given a peptide amino acid sequence and an MHC pseudo amino acid sequence, predict their binding affinity value. This is MHC class I binding data. (1) The peptide sequence is ERLKIRGSA. The MHC is HLA-A02:01 with pseudo-sequence HLA-A02:01. The binding affinity (normalized) is 0. (2) The peptide sequence is KIQNFRVYY. The MHC is HLA-B14:02 with pseudo-sequence HLA-B14:02. The binding affinity (normalized) is 0. (3) The peptide sequence is EMVEYLENQL. The MHC is HLA-A02:01 with pseudo-sequence HLA-A02:01. The binding affinity (normalized) is 0.429. (4) The peptide sequence is FAAAAARTL. The MHC is HLA-B40:01 with pseudo-sequence HLA-B40:01. The binding affinity (normalized) is 0.274. (5) The peptide sequence is HQAIISDVL. The MHC is HLA-A31:01 with pseudo-sequence HLA-A31:01. The binding affinity (normalized) is 0.0847. (6) The binding affinity (normalized) is 0.0847. The MHC is HLA-A26:01 with pseudo-sequence HLA-A26:01. The peptide sequence is ASYRLCLYR.